Dataset: Peptide-MHC class II binding affinity with 134,281 pairs from IEDB. Task: Regression. Given a peptide amino acid sequence and an MHC pseudo amino acid sequence, predict their binding affinity value. This is MHC class II binding data. (1) The peptide sequence is SWLNLAAHHPLRMVL. The MHC is DRB3_0101 with pseudo-sequence DRB3_0101. The binding affinity (normalized) is 0. (2) The peptide sequence is YDKFLANVSQVLTGK. The MHC is DRB1_0404 with pseudo-sequence DRB1_0404. The binding affinity (normalized) is 0.574.